From a dataset of Full USPTO retrosynthesis dataset with 1.9M reactions from patents (1976-2016). Predict the reactants needed to synthesize the given product. The reactants are: C(=O)(O[C:4]1([CH2:16][CH2:17][C:18]2[CH:23]=[CH:22][C:21]([C:24]3[CH:29]=[CH:28][C:27]([CH3:30])=[CH:26][CH:25]=3)=[CH:20][CH:19]=2)[CH2:9][O:8]C(C)(C)[O:6][CH:5]1C(C)(C)C)N.C(OC(=O)[NH:38]C1(CCC2C=CC(S(N3C4C(=CC=C(OC)C=4)C(C(=O)C4C=C(OC)C(OC)=C(OC)C=4)=C3)(=O)=O)=CC=2)COC(C)(C)OC1)(C)(C)C. Given the product [NH2:38][C:4]([CH2:16][CH2:17][C:18]1[CH:23]=[CH:22][C:21]([C:24]2[CH:29]=[CH:28][C:27]([CH3:30])=[CH:26][CH:25]=2)=[CH:20][CH:19]=1)([CH2:9][OH:8])[CH2:5][OH:6], predict the reactants needed to synthesize it.